From a dataset of Forward reaction prediction with 1.9M reactions from USPTO patents (1976-2016). Predict the product of the given reaction. (1) Given the reactants C(=O)([O-])[O-].[Cs+].[Cs+].[CH2:7]([O:9][C:10](=[O:23])[C:11]1[CH:16]=[C:15]([OH:17])[N:14]=[C:13]([NH:18][C@H:19]([CH2:21][CH3:22])[CH3:20])[CH:12]=1)[CH3:8].COC(=O)[C:27](Cl)([F:29])[F:28], predict the reaction product. The product is: [CH2:7]([O:9][C:10](=[O:23])[C:11]1[CH:16]=[C:15]([O:17][CH:27]([F:29])[F:28])[N:14]=[C:13]([NH:18][C@H:19]([CH2:21][CH3:22])[CH3:20])[CH:12]=1)[CH3:8]. (2) Given the reactants [NH2:1][C:2]1[S:3][C:4]2[CH:10]=[C:9]([F:11])[CH:8]=[C:7]([F:12])[C:5]=2[N:6]=1.[C:13]1([CH3:22])[CH:18]=[CH:17][C:16]([C:19](Cl)=[O:20])=[CH:15][CH:14]=1.Br[CH:24]([CH2:29][CH3:30])[C:25]([O:27]C)=[O:26].NC1SC2C=CC=CC=2N=1.C(Cl)(=O)C1C=CC=CC=1.BrCC(OCC)=O, predict the reaction product. The product is: [F:12][C:7]1[C:5]2[N:6]([CH:24]([CH2:29][CH3:30])[C:25]([OH:27])=[O:26])[C:2](=[N:1][C:19](=[O:20])[C:16]3[CH:17]=[CH:18][C:13]([CH3:22])=[CH:14][CH:15]=3)[S:3][C:4]=2[CH:10]=[C:9]([F:11])[CH:8]=1. (3) Given the reactants Cl[C:2]1[CH:7]=[C:6]([N:8]2[C@@H:12]([C:13]3[CH:18]=[CH:17][CH:16]=[CH:15][CH:14]=3)[C:11]([CH3:20])([CH3:19])[O:10][C:9]2=[O:21])[CH:5]=[CH:4][N:3]=1.[NH2:22][NH2:23], predict the reaction product. The product is: [NH:22]([C:2]1[CH:7]=[C:6]([N:8]2[C@@H:12]([C:13]3[CH:18]=[CH:17][CH:16]=[CH:15][CH:14]=3)[C:11]([CH3:20])([CH3:19])[O:10][C:9]2=[O:21])[CH:5]=[CH:4][N:3]=1)[NH2:23]. (4) Given the reactants Cl.[CH3:2][O:3][C:4](=[O:7])[CH2:5][NH2:6].C(N(CC)CC)C.O=C1CCC(=O)N1[O:22][C:23]([CH:25]1[CH2:27][N:26]1[C:28]([C:41]1[CH:46]=[CH:45][CH:44]=[CH:43][CH:42]=1)([C:35]1[CH:40]=[CH:39][CH:38]=[CH:37][CH:36]=1)[C:29]1[CH:34]=[CH:33][CH:32]=[CH:31][CH:30]=1)=O, predict the reaction product. The product is: [CH3:2][O:3][C:4](=[O:7])[CH2:5][NH:6][C:23]([CH:25]1[CH2:27][N:26]1[C:28]([C:29]1[CH:34]=[CH:33][CH:32]=[CH:31][CH:30]=1)([C:35]1[CH:36]=[CH:37][CH:38]=[CH:39][CH:40]=1)[C:41]1[CH:46]=[CH:45][CH:44]=[CH:43][CH:42]=1)=[O:22]. (5) The product is: [Br:3][C:4]1[C:13]2[C:8](=[CH:9][CH:10]=[CH:11][CH:12]=2)[CH:7]=[CH:6][C:5]=1[CH:14]=[CH:19][CH3:20]. Given the reactants [H-].[Na+].[Br:3][C:4]1[C:13]2[C:8](=[CH:9][CH:10]=[CH:11][CH:12]=2)[CH:7]=[CH:6][C:5]=1[CH:14]=O.[Cl-].[NH4+].O1CC[CH2:20][CH2:19]1, predict the reaction product. (6) Given the reactants C([Li])CCC.[CH2:6]([NH:13][C@@H:14]([CH3:21])[C:15]1[CH:20]=[CH:19][CH:18]=[CH:17][CH:16]=1)[C:7]1[CH:12]=[CH:11][CH:10]=[CH:9][CH:8]=1.[OH:22][CH2:23][C:24]1[CH:25]=[C:26](/[CH:30]=[CH:31]/[C:32]([O:34][C:35]([CH3:38])([CH3:37])[CH3:36])=[O:33])[CH:27]=[CH:28][CH:29]=1.CCCC(C)C.CCOC(C)=O.N1C=CN=C1.[Si:56](Cl)([C:59]([CH3:62])([CH3:61])[CH3:60])([CH3:58])[CH3:57], predict the reaction product. The product is: [CH2:6]([N:13]([C@H:14]([C:15]1[CH:20]=[CH:19][CH:18]=[CH:17][CH:16]=1)[CH3:21])[C@@H:30]([C:26]1[CH:27]=[CH:28][CH:29]=[C:24]([CH2:23][O:22][Si:56]([C:59]([CH3:62])([CH3:61])[CH3:60])([CH3:58])[CH3:57])[CH:25]=1)[CH2:31][C:32]([O:34][C:35]([CH3:38])([CH3:37])[CH3:36])=[O:33])[C:7]1[CH:12]=[CH:11][CH:10]=[CH:9][CH:8]=1. (7) The product is: [N:1]1[C:10]2[C:5](=[C:6]([C:11]3[N:12]=[C:13]4[NH:18][C:41](=[O:44])[NH:17][C:14]4=[N:15][CH:16]=3)[CH:7]=[CH:8][CH:9]=2)[CH:4]=[CH:3][CH:2]=1. Given the reactants [N:1]1[C:10]2[C:5](=[C:6]([C:11]3[N:12]=[C:13]([NH2:18])[C:14]([NH2:17])=[N:15][CH:16]=3)[CH:7]=[CH:8][CH:9]=2)[CH:4]=[CH:3][CH:2]=1.NC1C(NCC2C=C[C:41]([O:44]C)=CC=2)=NC(C2C=CC=C3C=2C=CC=N3)=CN=1, predict the reaction product. (8) Given the reactants [O:1]([C:8]1[CH:13]=[CH:12][C:11]([C:14]2[C:22]3[C:17](=[N:18][CH:19]=[N:20][C:21]=3[NH2:23])[N:16]([C@@H:24]3[CH2:29][CH2:28][CH2:27][NH:26][CH2:25]3)[N:15]=2)=[CH:10][CH:9]=1)[C:2]1[CH:7]=[CH:6][CH:5]=[CH:4][CH:3]=1.[C:30](OC(=O)C)(=[O:32])[CH3:31].CCN(C(C)C)C(C)C.C(#N)C, predict the reaction product. The product is: [NH2:23][C:21]1[N:20]=[CH:19][N:18]=[C:17]2[N:16]([C@@H:24]3[CH2:29][CH2:28][CH2:27][N:26]([C:30](=[O:32])[CH3:31])[CH2:25]3)[N:15]=[C:14]([C:11]3[CH:10]=[CH:9][C:8]([O:1][C:2]4[CH:7]=[CH:6][CH:5]=[CH:4][CH:3]=4)=[CH:13][CH:12]=3)[C:22]=12. (9) The product is: [C:1]([O:5][C:6]([N:8]1[CH2:13][CH2:12][CH:11]([CH2:14][CH2:15][O:16][C:61]2[CH:60]=[CH:59][C:58]([C:57]([N:50]3[C:51]4[C:56](=[CH:55][CH:54]=[CH:53][CH:52]=4)[C@H:47]([N:43]([C:44](=[O:46])[CH3:45])[C:40]4[CH:41]=[CH:42][C:37]([Cl:36])=[CH:38][CH:39]=4)[CH2:48][C@@H:49]3[CH3:66])=[O:65])=[CH:63][CH:62]=2)[CH2:10][CH2:9]1)=[O:7])([CH3:4])([CH3:3])[CH3:2]. Given the reactants [C:1]([O:5][C:6]([N:8]1[CH2:13][CH2:12][CH:11]([CH2:14][CH2:15][OH:16])[CH2:10][CH2:9]1)=[O:7])([CH3:4])([CH3:3])[CH3:2].C1C=CC(P(C2C=CC=CC=2)C2C=CC=CC=2)=CC=1.[Cl:36][C:37]1[CH:42]=[CH:41][C:40]([N:43]([C@H:47]2[C:56]3[C:51](=[CH:52][CH:53]=[CH:54][CH:55]=3)[N:50]([C:57](=[O:65])[C:58]3[CH:63]=[CH:62][C:61](O)=[CH:60][CH:59]=3)[C@@H:49]([CH3:66])[CH2:48]2)[C:44](=[O:46])[CH3:45])=[CH:39][CH:38]=1.CCOC(/N=N/C(OCC)=O)=O, predict the reaction product. (10) Given the reactants [F:1][C:2]([F:25])([F:24])[C:3]1[CH:23]=[CH:22][CH:21]=[CH:20][C:4]=1[C:5]([N:7]1[CH2:12][CH2:11][N:10]([C:13]2[S:14][C:15]([C:18]#[N:19])=[CH:16][N:17]=2)[CH2:9][CH2:8]1)=[O:6].[NH2:26]O, predict the reaction product. The product is: [F:25][C:2]([F:24])([F:1])[C:3]1[CH:23]=[CH:22][CH:21]=[CH:20][C:4]=1[C:5]([N:7]1[CH2:12][CH2:11][N:10]([C:13]2[S:14][C:15]([C:18](=[NH:26])[NH2:19])=[CH:16][N:17]=2)[CH2:9][CH2:8]1)=[O:6].